From a dataset of Forward reaction prediction with 1.9M reactions from USPTO patents (1976-2016). Predict the product of the given reaction. (1) Given the reactants [Br:1][C:2]1[CH:3]=[C:4]2[C:9](=[CH:10][CH:11]=1)[CH2:8][N:7](C(=O)C(F)(F)F)[CH2:6][CH2:5]2.BrC1C=CC=C2C=1CN(C(=O)C(F)(F)F)CC2.CCN(C(C)C)C(C)C.[CH3:44][C@@:45]1([CH2:52][S:53](Cl)(=[O:55])=[O:54])[C:49](=[O:50])[NH:48][C:47](=[O:51])[NH:46]1, predict the reaction product. The product is: [Br:1][C:2]1[CH:3]=[C:4]2[C:9](=[CH:10][CH:11]=1)[CH2:8][N:7]([S:53]([CH2:52][C@@:45]1([CH3:44])[NH:46][C:47](=[O:51])[NH:48][C:49]1=[O:50])(=[O:54])=[O:55])[CH2:6][CH2:5]2. (2) Given the reactants Br[CH2:2][C:3]1[CH:10]=[CH:9][CH:8]=[CH:7][C:4]=1[C:5]#[N:6].[Br:11][C:12]1[CH:13]=[CH:14][C:15]([OH:21])=[C:16]([CH:20]=1)[C:17]([OH:19])=[O:18].C(=O)([O-])[O-].[K+].[K+], predict the reaction product. The product is: [Br:11][C:12]1[CH:13]=[CH:14][C:15]([O:21][CH2:2][C:3]2[CH:10]=[CH:9][CH:8]=[CH:7][C:4]=2[C:5]#[N:6])=[C:16]([CH:20]=1)[C:17]([O:19][CH2:2][C:3]1[CH:10]=[CH:9][CH:8]=[CH:7][C:4]=1[C:5]#[N:6])=[O:18]. (3) Given the reactants Br[CH2:2][CH2:3][CH2:4][C:5]1[CH:10]=[CH:9][C:8]([O:11][CH2:12][C:13]2[CH:18]=[CH:17][C:16]([C:19]3[CH:24]=[CH:23][CH:22]=[CH:21][CH:20]=3)=[CH:15][CH:14]=2)=[CH:7][CH:6]=1.[CH:25]([C:27]1[CH:28]=[C:29]([CH:35]=[CH:36][C:37]=1[OH:38])[C:30]([O:32][CH2:33][CH3:34])=[O:31])=[O:26], predict the reaction product. The product is: [C:16]1([C:19]2[CH:24]=[CH:23][CH:22]=[CH:21][CH:20]=2)[CH:17]=[CH:18][C:13]([CH2:12][O:11][C:8]2[CH:9]=[CH:10][C:5]([CH2:4][CH2:3][CH2:2][O:38][C:37]3[CH:36]=[CH:35][C:29]([C:30]([O:32][CH2:33][CH3:34])=[O:31])=[CH:28][C:27]=3[CH:25]=[O:26])=[CH:6][CH:7]=2)=[CH:14][CH:15]=1. (4) The product is: [F:1][C:2]1[N:12]=[CH:11][C:10]2[C:9](=[O:13])[N:8]3[CH2:14][C@H:15]([C:18]([OH:20])=[O:19])[CH2:16][CH2:17][C@H:7]3[CH2:6][CH2:5][C:4]=2[CH:3]=1. Given the reactants [F:1][C:2]1[N:12]=[CH:11][C:10]2[C:9](=[O:13])[N:8]3[CH2:14][C@H:15]([C:18]([O:20]C)=[O:19])[CH2:16][CH2:17][C@H:7]3[CH2:6][CH2:5][C:4]=2[CH:3]=1.[OH-].[Na+].Cl, predict the reaction product.